Dataset: Full USPTO retrosynthesis dataset with 1.9M reactions from patents (1976-2016). Task: Predict the reactants needed to synthesize the given product. (1) Given the product [C:1]([O:5][C:6](=[O:36])[NH:7][C:8]1[CH:13]=[CH:12][CH:11]=[CH:10][C:9]=1[NH:14][C:15](=[O:44])[C:16]1[CH:21]=[CH:20][C:19]([CH2:22][NH:23][C:24]2[S:25][C:26]3[CH:32]=[C:31]([NH2:33])[CH:30]=[CH:29][C:27]=3[N:28]=2)=[CH:18][CH:17]=1)([CH3:4])([CH3:3])[CH3:2], predict the reactants needed to synthesize it. The reactants are: [C:1]([O:5][C:6](=[O:36])[NH:7][C:8]1[CH:13]=[CH:12][CH:11]=[CH:10][C:9]=1[NH:14][CH2:15][C:16]1[CH:21]=[CH:20][C:19]([CH2:22][NH:23][C:24]2[S:25][C:26]3[CH:32]=[C:31]([N+:33]([O-])=O)[CH:30]=[CH:29][C:27]=3[N:28]=2)=[CH:18][CH:17]=1)([CH3:4])([CH3:3])[CH3:2].O.O.[Sn](Cl)Cl.C([O-])(=[O:44])C.[NH4+]. (2) Given the product [N:37]1([CH2:44][CH2:45][O:1][C:2]2[CH:36]=[CH:35][C:5]([CH2:6][CH2:8][NH:9][C:10]3[CH:15]=[C:14]([O:16][CH3:17])[CH:13]=[CH:12][C:11]=3[CH:18]3[CH2:27][CH2:26][C:25]4[CH:24]=[C:23]([OH:28])[CH:22]=[CH:21][C:20]=4[CH2:19]3)=[CH:4][CH:3]=2)[CH2:43][CH2:42][CH2:41][CH2:40][CH2:39][CH2:38]1, predict the reactants needed to synthesize it. The reactants are: [OH:1][C:2]1[CH:36]=[CH:35][C:5]([C:6]([CH2:8][NH:9][C:10]2[CH:15]=[C:14]([O:16][CH3:17])[CH:13]=[CH:12][C:11]=2[CH:18]2[CH2:27][CH2:26][C:25]3[CH:24]=[C:23]([O:28]C(=O)C(C)(C)C)[CH:22]=[CH:21][C:20]=3[CH2:19]2)=O)=[CH:4][CH:3]=1.[N:37]1([C:44](=O)[CH2:45]Cl)[CH2:43][CH2:42][CH2:41][CH2:40][CH2:39][CH2:38]1. (3) Given the product [Cl:1][C:2]1[CH:8]=[CH:7][C:5]([NH:6][C:26](=[O:28])[CH3:27])=[CH:4][C:3]=1[O:9][CH2:10][C:11]1[CH:16]=[CH:15][CH:14]=[CH:13][N:12]=1, predict the reactants needed to synthesize it. The reactants are: [Cl:1][C:2]1[CH:8]=[CH:7][C:5]([NH2:6])=[CH:4][C:3]=1[O:9][CH2:10][C:11]1[CH:16]=[CH:15][CH:14]=[CH:13][N:12]=1.C(N(C(C)C)CC)(C)C.[C:26](OC(=O)C)(=[O:28])[CH3:27]. (4) Given the product [CH:1]1([CH:5]2[C:14]3[C:9](=[CH:10][CH:11]=[CH:12][CH:13]=3)[N:8]([CH2:16][C:17]([NH2:19])=[O:18])[CH2:7][CH2:6]2)[CH2:2][CH2:3][CH2:4]1, predict the reactants needed to synthesize it. The reactants are: [CH:1]1([CH:5]2[C:14]3[C:9](=[CH:10][CH:11]=[CH:12][CH:13]=3)[NH:8][CH2:7][CH2:6]2)[CH2:4][CH2:3][CH2:2]1.I[CH2:16][C:17]([NH2:19])=[O:18].O.